From a dataset of Full USPTO retrosynthesis dataset with 1.9M reactions from patents (1976-2016). Predict the reactants needed to synthesize the given product. (1) Given the product [CH3:1][NH:2][C:3]([N:28]1[C:29]2[C:25](=[CH:24][C:23]([C:20]3[CH:21]=[C:22]4[C:14]([C:12](=[O:13])[C:11]5[C:10]([F:32])=[CH:9][CH:8]=[C:7]([NH:33][S:34]([C:37]6[CH:42]=[C:41]([F:43])[CH:40]=[CH:39][C:38]=6[F:44])(=[O:36])=[O:35])[C:6]=5[F:5])=[CH:15][NH:16][C:17]4=[N:18][CH:19]=3)=[CH:31][CH:30]=2)[CH:26]=[N:27]1)=[O:4], predict the reactants needed to synthesize it. The reactants are: [CH3:1][N:2]=[C:3]=[O:4].[F:5][C:6]1[C:11]([C:12]([C:14]2[C:22]3[C:17](=[N:18][CH:19]=[C:20]([C:23]4[CH:24]=[C:25]5[C:29](=[CH:30][CH:31]=4)[NH:28][N:27]=[CH:26]5)[CH:21]=3)[NH:16][CH:15]=2)=[O:13])=[C:10]([F:32])[CH:9]=[CH:8][C:7]=1[NH:33][S:34]([C:37]1[CH:42]=[C:41]([F:43])[CH:40]=[CH:39][C:38]=1[F:44])(=[O:36])=[O:35].C(=O)([O-])[O-].[K+].[K+].C(#N)C. (2) Given the product [OH:3][C:4]1[CH:5]=[C:6]([CH:9]=[CH:10][C:11]=1[OH:12])[C:7]#[N:8], predict the reactants needed to synthesize it. The reactants are: C([O:3][C:4]1[CH:5]=[C:6]([CH:9]=[CH:10][C:11]=1[OH:12])[C:7]#[N:8])C.COC1C=C(C=CC=1O)C#N. (3) The reactants are: Cl.[CH2:2]1[C:10]2[C:5](=[CH:6][CH:7]=[CH:8][CH:9]=2)[CH2:4][CH:3]1CN.[CH3:13][O:14][C:15]([CH2:17][C@@H:18]([CH2:38][CH:39]([CH3:41])[CH3:40])[C:19]([NH:21][CH:22]([C:26]1[CH:31]=[CH:30][C:29]([C:32]2[CH:37]=[CH:36][CH:35]=[CH:34][CH:33]=2)=[CH:28][CH:27]=1)[C:23](O)=[O:24])=[O:20])=[O:16].C(Cl)CCl.C1C=CC2N(O)N=[N:52][C:50]=2C=1.CN1CCOCC1. Given the product [CH2:4]1[C:5]2[C:10](=[CH:9][CH:8]=[CH:7][CH:6]=2)[CH2:2][CH:3]1[N:52]([CH3:50])[C:23]([CH:22]([C:26]1[CH:31]=[CH:30][C:29]([C:32]2[CH:37]=[CH:36][CH:35]=[CH:34][CH:33]=2)=[CH:28][CH:27]=1)[NH:21][C:19]([C@H:18]([CH2:38][CH:39]([CH3:41])[CH3:40])[CH2:17][C:15]([O:14][CH3:13])=[O:16])=[O:20])=[O:24], predict the reactants needed to synthesize it. (4) Given the product [Cl:3][C:4]1[C:12]2[NH:11][N:10]=[CH:9][C:8]=2[C:7]2[CH2:13][N:14]([CH2:23][C:24]3[CH:25]=[CH:26][N:27]=[CH:28][CH:29]=3)[C:15](=[O:22])[C@H:16]([CH2:18][C:19](=[O:20])[N:45]3[CH2:44][CH2:43][CH:42]([N:41]4[CH2:40][C:39]5[C:34](=[CH:35][CH:36]=[CH:37][CH:38]=5)[NH:33][C:32]4=[O:31])[CH2:47][CH2:46]3)[CH2:17][C:6]=2[CH:5]=1, predict the reactants needed to synthesize it. The reactants are: Cl.Cl.[Cl:3][C:4]1[C:12]2[NH:11][N:10]=[CH:9][C:8]=2[C:7]2[CH2:13][N:14]([CH2:23][C:24]3[CH:29]=[CH:28][N:27]=[CH:26][CH:25]=3)[C:15](=[O:22])[C@H:16]([CH2:18][C:19](O)=[O:20])[CH2:17][C:6]=2[CH:5]=1.Cl.[O:31]=[C:32]1[N:41]([CH:42]2[CH2:47][CH2:46][NH:45][CH2:44][CH2:43]2)[CH2:40][C:39]2[C:34](=[CH:35][CH:36]=[CH:37][CH:38]=2)[NH:33]1.ClC1C2NN=CC=2C2CN(CC(C)(C)C)C(=O)[C@H](CC(=O)N3CCC(N4CC5C(=CC=CC=5)NC4=O)CC3)CC=2C=1. (5) Given the product [CH2:18]([C:13]1=[N:14][NH:15][C:16](=[O:17])/[C:12]/1=[C:4]1\[NH:5][C:6]2[C:11]([C:2]([S:35][C:32]3[CH:31]=[CH:30][C:29]([NH:28][C:25](=[O:27])[CH3:26])=[CH:34][CH:33]=3)=[CH:3]\1)=[CH:10][CH:9]=[CH:8][CH:7]=2)[C:19]1[CH:24]=[CH:23][CH:22]=[CH:21][CH:20]=1, predict the reactants needed to synthesize it. The reactants are: Cl[C:2]1[C:11]2[C:6](=[CH:7][CH:8]=[CH:9][CH:10]=2)[NH:5]/[C:4](=[C:12]2/[C:13]([CH2:18][C:19]3[CH:24]=[CH:23][CH:22]=[CH:21][CH:20]=3)=[N:14][NH:15][C:16]/2=[O:17])/[CH:3]=1.[C:25]([NH:28][C:29]1[CH:34]=[CH:33][C:32]([SH:35])=[CH:31][CH:30]=1)(=[O:27])[CH3:26]. (6) Given the product [CH2:14]=[C:9]1[CH2:10][CH2:11][CH2:12][C:3]2[C:2]([OH:5])=[CH:1][CH:16]=[CH:17][C:8]1=2, predict the reactants needed to synthesize it. The reactants are: [CH3:1][C:2]([O-:5])(C)[CH3:3].[K+].O[C:8]1[CH:17]=[CH:16]C=[C:14]2[C:9]=1[CH2:10][CH2:11][CH2:12]C2=O.